This data is from Forward reaction prediction with 1.9M reactions from USPTO patents (1976-2016). The task is: Predict the product of the given reaction. Given the reactants CC1(C)C(C)(C)OB([C:9]2[CH:21]=[CH:20][C:12]([O:13][C:14]3[CH:19]=[CH:18][CH:17]=[CH:16][N:15]=3)=[CH:11][CH:10]=2)O1.[C:23]([O:27][C:28]([N:30]1[CH:35]2[CH2:36][CH2:37][CH:31]1[CH:32]=[C:33](OS(C(F)(F)F)(=O)=O)[CH2:34]2)=[O:29])([CH3:26])([CH3:25])[CH3:24].[Cl-].[Li+].C([O-])([O-])=O.[K+].[K+], predict the reaction product. The product is: [C:23]([O:27][C:28]([N:30]1[CH:35]2[CH2:36][CH2:37][CH:31]1[CH:32]=[C:33]([C:9]1[CH:10]=[CH:11][C:12]([O:13][C:14]3[CH:19]=[CH:18][CH:17]=[CH:16][N:15]=3)=[CH:20][CH:21]=1)[CH2:34]2)=[O:29])([CH3:26])([CH3:24])[CH3:25].